This data is from Forward reaction prediction with 1.9M reactions from USPTO patents (1976-2016). The task is: Predict the product of the given reaction. (1) Given the reactants [C:18]1(P([C:14]2[CH:19]=[CH:18][CH:17]=[CH:16]C=2)[C:18]2[CH:19]=[CH:14]C=[CH:16][CH:17]=2)[CH:19]=[CH:14]C=[CH:16][CH:17]=1.C(Br)(Br)(Br)[Br:21].[N:25]1C=CC(C(O)C)=[CH:27][CH:26]=1.C(=O)([O-])O.[Na+], predict the reaction product. The product is: [Br:21][CH:26]([N:25]1[CH:16]=[CH:17][CH:18]=[CH:19][CH2:14]1)[CH3:27]. (2) Given the reactants [Cl:1][C:2]1[CH:3]=[C:4]([C:8]2[CH:16]=[CH:15][CH:14]=[C:13]3[C:9]=2[CH2:10][C:11](=[O:17])[NH:12]3)[CH:5]=[CH:6][CH:7]=1.[CH2:18]([N:20]([CH2:35][CH3:36])[CH2:21][CH2:22][NH:23][C:24]([C:26]1[C:30]([CH3:31])=[C:29]([CH:32]=O)[NH:28][C:27]=1[CH3:34])=[O:25])[CH3:19], predict the reaction product. The product is: [CH2:35]([N:20]([CH2:18][CH3:19])[CH2:21][CH2:22][NH:23][C:24]([C:26]1[C:30]([CH3:31])=[C:29]([CH:32]=[C:10]2[C:9]3[C:13](=[CH:14][CH:15]=[CH:16][C:8]=3[C:4]3[CH:5]=[CH:6][CH:7]=[C:2]([Cl:1])[CH:3]=3)[NH:12][C:11]2=[O:17])[NH:28][C:27]=1[CH3:34])=[O:25])[CH3:36]. (3) Given the reactants F[C:2](F)(F)[C:3]([OH:5])=O.FC1C(O)=C(F)C(F)=C(F)C=1F.[C:20](O)(=O)[C:21]1[CH:26]=[CH:25][CH:24]=[N:23][CH:22]=1.O[C:30]1[CH:35]=[CH:34][CH:33]=[CH:32][C:31]=1[C:36](=O)C.[OH-].[K+].O.[NH2:42][NH2:43], predict the reaction product. The product is: [CH3:36][C:31]1[CH:30]=[CH:2][C:3]([OH:5])=[C:33]([C:34]2[CH:35]=[C:20]([C:21]3[CH:22]=[N:23][CH:24]=[CH:25][CH:26]=3)[NH:43][N:42]=2)[CH:32]=1. (4) Given the reactants [Cl:1][C:2]1[C:3]([C:25]([O:27]C)=O)=[N:4][C:5]([C:9]2[CH:14]=[CH:13][CH:12]=[C:11]([C:15]#[C:16][C@:17]3([OH:24])[CH2:21][CH2:20][N:19]([CH3:22])[C:18]3=[O:23])[CH:10]=2)=[C:6]([F:8])[CH:7]=1.[NH3:29], predict the reaction product. The product is: [Cl:1][C:2]1[C:3]([C:25]([NH2:29])=[O:27])=[N:4][C:5]([C:9]2[CH:14]=[CH:13][CH:12]=[C:11]([C:15]#[C:16][C@:17]3([OH:24])[CH2:21][CH2:20][N:19]([CH3:22])[C:18]3=[O:23])[CH:10]=2)=[C:6]([F:8])[CH:7]=1. (5) Given the reactants [NH2:1][C:2]1[N:7]=[C:6]([NH:8][CH2:9][CH2:10][C:11]2[CH:16]=[CH:15][C:14]([S:17]([NH2:20])(=[O:19])=[O:18])=[CH:13][CH:12]=2)[CH:5]=[C:4](Cl)[N:3]=1.[F:22][C:23]1[CH:28]=[CH:27][C:26](B(O)O)=[CH:25][C:24]=1[CH3:32], predict the reaction product. The product is: [NH2:1][C:2]1[N:7]=[C:6]([NH:8][CH2:9][CH2:10][C:11]2[CH:16]=[CH:15][C:14]([S:17]([NH2:20])(=[O:19])=[O:18])=[CH:13][CH:12]=2)[CH:5]=[C:4]([C:26]2[CH:27]=[CH:28][C:23]([F:22])=[C:24]([CH3:32])[CH:25]=2)[N:3]=1.